From a dataset of Retrosynthesis with 50K atom-mapped reactions and 10 reaction types from USPTO. Predict the reactants needed to synthesize the given product. (1) Given the product COCCn1ccc(=O)c(O)c1C, predict the reactants needed to synthesize it. The reactants are: COCCn1ccc(=O)c(OCc2ccccc2)c1C. (2) The reactants are: CCc1cccc(CC)c1N.Cc1ccc2c(c1)C(C(=O)O)c1ccccc1CO2. Given the product CCc1cccc(CC)c1NC(=O)C1c2ccccc2COc2ccc(C)cc21, predict the reactants needed to synthesize it.